Dataset: Experimentally validated miRNA-target interactions with 360,000+ pairs, plus equal number of negative samples. Task: Binary Classification. Given a miRNA mature sequence and a target amino acid sequence, predict their likelihood of interaction. (1) The miRNA is hsa-miR-616-5p with sequence ACUCAAAACCCUUCAGUGACUU. The protein sequence of the target gene is MPKKEKMAKTPLSDEKQLLLFQQKLLAEEEMAKKKERLLSQFLKDKLAKEEHNSALNLNKINTQWRTVLREVKTRELHKDIEILSQTFERVVDCKDNVIKSLAKDLSEAEEQYAHALRSHLHNVDQLLALQRHRLSLLEESYNMELEALTKEFETERKTIIDQHEKEIHYLQDIFMAMEQNYIDSEYESKLEFQSMWNDLKNMNLEEKHFLRLHLENRVEDLWRKFQDVLKNYTDATEDRKAAFETLQVKDEKSSKEIEVQMKKIQKLQDAITISKGKIMIHSRESEDENRYIRNDKELV.... Result: 1 (interaction). (2) Result: 0 (no interaction). The protein sequence of the target gene is MDGAHSAGLQLQPLPPTSGATSTSLSSSEGSFSYKENLIGALLAIFGHLVVSIALNLQKYCHIRLAGSKDPRAYFKTKTWWLGLLLLLLGELGVFASYAFAPLSLIVPLSAVSVIASAIIGIIFIKEKWKPKDFVRRYVLSFVGCGLAIVGTYLLVTFAPNSHEKMTGENIARHLVSWPFLLYMLVAIVLFCLLLYFYKERNANSIVVILLLVALLGSMTVVTVKAVSGMLVLSIQGNLQLDYPIFYVMFVCMVATAIYQATFLSEASQIYDSSLIASVGYILSTTAAITAGAIFYLDFL.... The miRNA is hsa-miR-1468-3p with sequence AGCAAAAUAAGCAAAUGGAAAA. (3) The miRNA is hsa-miR-4516 with sequence GGGAGAAGGGUCGGGGC. The protein sequence of the target gene is MAALLRPARWLLGAAAAPRLPLSLRLPAGVPGRLSSVVRVAAVGSRPAAGERLSQARLYAIVAEKRDLQEEPAPVRKNSSQFDWALMRLDNSVRRTGRITKGLLQRVFESTCSSGSPGSNQALLLLRSCGSLLPELSLAERTEFAHKIWDKLQQLGVVYDVSHYNALLKVYLQNEYKFSPTDFLAKMEGANIQPNRVTYQRLIAAYCNVGDIEGASKILGFMKTKDLPITEAVFSALVTGHARAGDMENAENILTVMKQAGIEPGPDTYLALLNAHAERGDIGQVRQILEKVEKSDHYFM.... Result: 0 (no interaction). (4) The miRNA is dre-miR-133c-3p with sequence UUUGGUCCCUUUCAACCAGCUA. The protein sequence of the target gene is MSMEDYDFLFKIVLIGNAGVGKTCLVRRFTQGLFPPGQGATIGVDFMIKTVEINGEKVKLQIWDTAGQERFRSITQSYYRSANALILTYDITCEESFRCLPEWLREIEQYASNKVITVLVGNKIDLAERREVSQQRAEEFSEAQDMYYLETSAKESDNVEKLFLDLACRLISEARQNTLVNNVSSPLPGEGKSISYLTCCNFN. Result: 0 (no interaction).